This data is from Full USPTO retrosynthesis dataset with 1.9M reactions from patents (1976-2016). The task is: Predict the reactants needed to synthesize the given product. (1) Given the product [C:1]([O:5][C:6](=[O:22])[NH:7][C@H:8]1[CH2:13][C@@H:12]([C:14]2[CH:19]=[CH:18][CH:17]=[CH:16][CH:15]=2)[C@@H:11]([CH3:20])[NH:10][C:9]1=[N:24][CH2:25][CH:26]([OH:32])[CH2:27][C:28]([F:31])([F:30])[F:29])([CH3:4])([CH3:3])[CH3:2], predict the reactants needed to synthesize it. The reactants are: [C:1]([O:5][C:6](=[O:22])[NH:7][C@H:8]1[CH2:13][C@@H:12]([C:14]2[CH:19]=[CH:18][CH:17]=[CH:16][CH:15]=2)[C@@H:11]([CH3:20])[NH:10][C:9]1=S)([CH3:4])([CH3:3])[CH3:2].Cl.[NH2:24][CH2:25][CH:26]([OH:32])[CH2:27][C:28]([F:31])([F:30])[F:29].C(N(CC)CC)C. (2) Given the product [C:1]([O:5][C:6](=[O:20])[NH:7][C:8]1[CH:13]=[C:12]([CH3:14])[C:11]([C:15]([F:18])([F:17])[F:16])=[CH:10][C:9]=1[NH:19][C:26](=[O:25])[CH2:27][C:28](=[O:46])[C:29]1[CH:34]=[CH:33][CH:32]=[C:31]([C:35]2[CH:40]=[CH:39][N:38]=[C:37]([N:41]3[CH2:42][CH2:43][CH2:44][CH2:45]3)[CH:36]=2)[CH:30]=1)([CH3:4])([CH3:2])[CH3:3], predict the reactants needed to synthesize it. The reactants are: [C:1]([O:5][C:6](=[O:20])[NH:7][C:8]1[CH:13]=[C:12]([CH3:14])[C:11]([C:15]([F:18])([F:17])[F:16])=[CH:10][C:9]=1[NH2:19])([CH3:4])([CH3:3])[CH3:2].C([O:25][C:26](=O)[CH2:27][C:28](=[O:46])[C:29]1[CH:34]=[CH:33][CH:32]=[C:31]([C:35]2[CH:40]=[CH:39][N:38]=[C:37]([N:41]3[CH2:45][CH2:44][CH2:43][CH2:42]3)[CH:36]=2)[CH:30]=1)(C)(C)C. (3) Given the product [F:25][C:16]1[CH:17]=[C:18]([CH:23]=[CH:24][C:15]=1[O:14][CH2:13][CH:9]1[CH2:10][CH2:11][CH2:12][NH:8]1)[C:19]([O:21][CH3:22])=[O:20], predict the reactants needed to synthesize it. The reactants are: C(OC([N:8]1[CH2:12][CH2:11][CH2:10][CH:9]1[CH2:13][O:14][C:15]1[CH:24]=[CH:23][C:18]([C:19]([O:21][CH3:22])=[O:20])=[CH:17][C:16]=1[F:25])=O)(C)(C)C.C(O)(C(F)(F)F)=O. (4) Given the product [CH2:1]([N:8]1[CH2:9][CH2:10][C:11]([C:14]([N:35]2[CH2:36][CH2:37][C:38]3[C:43](=[CH:42][CH:41]=[CH:40][CH:39]=3)[CH:34]2[CH:28]2[CH2:33][CH2:32][CH2:31][CH2:30][CH2:29]2)=[O:16])([OH:17])[CH2:12][CH2:13]1)[C:2]1[CH:3]=[CH:4][CH:5]=[CH:6][CH:7]=1, predict the reactants needed to synthesize it. The reactants are: [CH2:1]([N:8]1[CH2:13][CH2:12][C:11]([OH:17])([C:14]([OH:16])=O)[CH2:10][CH2:9]1)[C:2]1[CH:7]=[CH:6][CH:5]=[CH:4][CH:3]=1.C(N(CC)C(C)C)(C)C.Cl.[CH:28]1([CH:34]2[C:43]3[C:38](=[CH:39][CH:40]=[CH:41][CH:42]=3)[CH2:37][CH2:36][NH:35]2)[CH2:33][CH2:32][CH2:31][CH2:30][CH2:29]1. (5) Given the product [Cl:1][C:2]1[CH:7]=[C:6]([NH:13][C:14]2[CH:19]=[CH:18][CH:17]=[CH:16][N:15]=2)[C:5]([C:9]([F:12])([F:11])[F:10])=[CH:4][N:3]=1, predict the reactants needed to synthesize it. The reactants are: [Cl:1][C:2]1[CH:7]=[C:6](I)[C:5]([C:9]([F:12])([F:11])[F:10])=[CH:4][N:3]=1.[NH2:13][C:14]1[CH:19]=[CH:18][CH:17]=[CH:16][N:15]=1.CC1(C)C2C(=C(P(C3C=CC=CC=3)C3C=CC=CC=3)C=CC=2)OC2C(P(C3C=CC=CC=3)C3C=CC=CC=3)=CC=CC1=2.C(=O)([O-])[O-].[Cs+].[Cs+].